Dataset: Catalyst prediction with 721,799 reactions and 888 catalyst types from USPTO. Task: Predict which catalyst facilitates the given reaction. (1) Reactant: [O:1]=[C:2]1[C:6]2([CH2:11][CH2:10][NH:9][CH2:8][CH2:7]2)[N:5]([C:12]2[CH:17]=[CH:16][CH:15]=[CH:14][CH:13]=2)[CH2:4][N:3]1[CH2:18][C:19]1[CH:20]=[C:21]([CH:29]=[CH:30][CH:31]=1)[C:22]([O:24][C:25]([CH3:28])([CH3:27])[CH3:26])=[O:23].C(=O)([O-])[O-].[K+].[K+].[I-].[Na+].Cl[CH2:41][CH2:42][CH2:43][C:44]([C:46]1[CH:51]=[CH:50][CH:49]=[CH:48][CH:47]=1)=[O:45]. Product: [O:1]=[C:2]1[C:6]2([CH2:11][CH2:10][N:9]([CH2:41][CH2:42][CH2:43][C:44](=[O:45])[C:46]3[CH:51]=[CH:50][CH:49]=[CH:48][CH:47]=3)[CH2:8][CH2:7]2)[N:5]([C:12]2[CH:13]=[CH:14][CH:15]=[CH:16][CH:17]=2)[CH2:4][N:3]1[CH2:18][C:19]1[CH:20]=[C:21]([CH:29]=[CH:30][CH:31]=1)[C:22]([O:24][C:25]([CH3:28])([CH3:26])[CH3:27])=[O:23]. The catalyst class is: 131. (2) Reactant: Cl.[CH3:2][O:3][C:4]([C@H:6]1[NH:10][CH2:9][C@H:8]([N:11]2[CH:15]=[C:14]([CH2:16][CH2:17][CH2:18][CH2:19][CH2:20][O:21][C:22]([NH:24][C@H:25]([C:30]([OH:32])=O)[C:26]([CH3:29])([CH3:28])[CH3:27])=[O:23])[N:13]=[N:12]2)[CH2:7]1)=[O:5].CCN(C(C)C)C(C)C.CN(C(ON1N=NC2C=CC=NC1=2)=[N+](C)C)C.F[P-](F)(F)(F)(F)F. Product: [C:26]([C@@H:25]1[NH:24][C:22](=[O:23])[O:21][CH2:20][CH2:19][CH2:18][CH2:17][CH2:16][C:14]2=[CH:15][N:11]([N:12]=[N:13]2)[C@H:8]2[CH2:9][N:10]([C@H:6]([C:4]([O:3][CH3:2])=[O:5])[CH2:7]2)[C:30]1=[O:32])([CH3:28])([CH3:29])[CH3:27]. The catalyst class is: 2. (3) Reactant: C1(C)C=CC(S(O[CH2:11][CH2:12][CH2:13][CH2:14][CH2:15][CH2:16][C:17]#[CH:18])(=O)=O)=CC=1.[F:20][C:21]([F:31])([F:30])[CH2:22][CH2:23][S:24]([CH2:27][C:28]#[N:29])(=[O:26])=[O:25].C(=O)([O-])[O-].[K+].[K+].Cl. Product: [F:31][C:21]([F:20])([F:30])[CH2:22][CH2:23][S:24]([CH:27]([CH2:18][CH2:17][CH2:16][CH2:15][CH2:14][CH2:13][C:12]#[CH:11])[C:28]#[N:29])(=[O:25])=[O:26]. The catalyst class is: 16. (4) Reactant: C(OP([CH2:9][C:10]([O:12][CH2:13][CH3:14])=[O:11])(OCC)=O)C.[H-].[Na+].[C:17]1(=O)[CH2:22][CH2:21][CH2:20][CH2:19][CH2:18]1.[NH4+].[Cl-]. Product: [C:17]1(=[CH:9][C:10]([O:12][CH2:13][CH3:14])=[O:11])[CH2:22][CH2:21][CH2:20][CH2:19][CH2:18]1. The catalyst class is: 1. (5) Reactant: C([O:4][CH2:5][C:6]1[C:11]([C:12]2[CH:17]=[C:16]([NH:18][C:19]3[CH:24]=[CH:23][C:22]([CH:25]4[CH2:30][CH2:29][N:28]([CH2:31][CH3:32])[CH2:27][CH2:26]4)=[CH:21][N:20]=3)[C:15](=[O:33])[N:14]([CH3:34])[N:13]=2)=[CH:10][CH:9]=[CH:8][C:7]=1[N:35]1[N:44]=[CH:43][C:42]2[C:37](=[C:38]([F:49])[CH:39]=[C:40]([C:45]([CH3:48])([CH3:47])[CH3:46])[CH:41]=2)[C:36]1=[O:50])(=O)C.C(=O)([O-])[O-].[K+].[K+]. Product: [C:45]([C:40]1[CH:41]=[C:42]2[C:37](=[C:38]([F:49])[CH:39]=1)[C:36](=[O:50])[N:35]([C:7]1[CH:8]=[CH:9][CH:10]=[C:11]([C:12]3[CH:17]=[C:16]([NH:18][C:19]4[N:20]=[CH:21][C:22]([CH:25]5[CH2:30][CH2:29][N:28]([CH2:31][CH3:32])[CH2:27][CH2:26]5)=[CH:23][CH:24]=4)[C:15](=[O:33])[N:14]([CH3:34])[N:13]=3)[C:6]=1[CH2:5][OH:4])[N:44]=[CH:43]2)([CH3:46])([CH3:47])[CH3:48]. The catalyst class is: 5.